The task is: Predict the product of the given reaction.. This data is from Forward reaction prediction with 1.9M reactions from USPTO patents (1976-2016). (1) Given the reactants C([N:8]1[CH2:13][CH:12]=[C:11]([CH2:14][C:15]2[S:16][CH:17]=[CH:18][CH:19]=2)[CH2:10][CH2:9]1)C1C=CC=CC=1.[Cl:20]C(OC(Cl)C)=O, predict the reaction product. The product is: [ClH:20].[S:16]1[CH:17]=[CH:18][CH:19]=[C:15]1[CH2:14][C:11]1[CH2:12][CH2:13][NH:8][CH2:9][CH:10]=1. (2) Given the reactants [Cl:1][C:2]1[CH:7]=[CH:6][C:5]([NH:8]C(=O)C(C)(C)C)=[C:4]([C:15](=[O:26])[C:16]2[CH:21]=[CH:20][CH:19]=[C:18]([O:22][CH3:23])[C:17]=2[CH2:24][CH3:25])[CH:3]=1.[OH-].[K+].C(O)C, predict the reaction product. The product is: [NH2:8][C:5]1[CH:6]=[CH:7][C:2]([Cl:1])=[CH:3][C:4]=1[C:15]([C:16]1[CH:21]=[CH:20][CH:19]=[C:18]([O:22][CH3:23])[C:17]=1[CH2:24][CH3:25])=[O:26]. (3) Given the reactants [C:1]([C:3]1[N:4]=[C:5]2[C:18](=[N:19][OH:20])[C:17]3[CH:16]=[CH:15][CH:14]=[CH:13][C:12]=3[C:6]2=[N:7][C:8]=1[C:9]([NH2:11])=[O:10])#[N:2].C([O-])([O-])=O.[Cs+].[Cs+].Br[CH2:28][C:29]([O:31][CH2:32][CH3:33])=[O:30].O, predict the reaction product. The product is: [CH2:32]([O:31][C:29](=[O:30])[CH2:28][O:20][N:19]=[C:18]1[C:5]2[C:6](=[N:7][C:8]([C:9](=[O:10])[NH2:11])=[C:3]([C:1]#[N:2])[N:4]=2)[C:12]2[CH:13]=[CH:14][CH:15]=[CH:16][C:17]1=2)[CH3:33].